The task is: Predict the reactants needed to synthesize the given product.. This data is from Full USPTO retrosynthesis dataset with 1.9M reactions from patents (1976-2016). (1) Given the product [CH3:48][Si:49]([CH3:51])([CH3:50])[C:52]1[C:3]([C:2]#[CH:7])=[C:4]([C:9]2[O:10][C:11]([C:14]3[CH:19]=[CH:18][C:17]([O:20][CH2:21][CH2:22][CH2:23][CH2:24][CH2:25][CH2:26][CH2:27][CH3:28])=[CH:16][CH:15]=3)=[N:12][N:13]=2)[CH:5]=[C:6]([Si:49]([CH3:51])([CH3:50])[CH3:48])[CH:53]=1, predict the reactants needed to synthesize it. The reactants are: Br[C:2]1[CH:3]=[C:4]([C:9]2[O:10][C:11]([C:14]3[CH:19]=[CH:18][C:17]([O:20][CH2:21][CH2:22][CH2:23][CH2:24][CH2:25][CH2:26][CH2:27][CH3:28])=[CH:16][CH:15]=3)=[N:12][N:13]=2)[CH:5]=[C:6](Br)[CH:7]=1.C1(P(C2C=CC=CC=2)C2C=CC=CC=2)C=CC=CC=1.[CH3:48][Si:49]([C:52]#[CH:53])([CH3:51])[CH3:50]. (2) Given the product [O:11]1[CH2:12][CH2:13][NH:8][C:9]2[N:17]=[CH:16][C:15](/[CH:18]=[CH:19]/[C:20]([OH:22])=[O:21])=[CH:14][C:10]1=2, predict the reactants needed to synthesize it. The reactants are: C(OC([N:8]1[CH2:13][CH2:12][O:11][C:10]2[CH:14]=[C:15](/[CH:18]=[CH:19]/[C:20]([OH:22])=[O:21])[CH:16]=[N:17][C:9]1=2)=O)(C)(C)C.[Li+].[OH-].